From a dataset of NCI-60 drug combinations with 297,098 pairs across 59 cell lines. Regression. Given two drug SMILES strings and cell line genomic features, predict the synergy score measuring deviation from expected non-interaction effect. (1) Drug 1: CC12CCC3C(C1CCC2=O)CC(=C)C4=CC(=O)C=CC34C. Drug 2: C1=CC(=CC=C1CCCC(=O)O)N(CCCl)CCCl. Cell line: SN12C. Synergy scores: CSS=34.6, Synergy_ZIP=-1.90, Synergy_Bliss=1.15, Synergy_Loewe=-1.71, Synergy_HSA=4.25. (2) Drug 1: CC1=C(C=C(C=C1)NC(=O)C2=CC=C(C=C2)CN3CCN(CC3)C)NC4=NC=CC(=N4)C5=CN=CC=C5. Synergy scores: CSS=0.948, Synergy_ZIP=8.90, Synergy_Bliss=8.39, Synergy_Loewe=7.97, Synergy_HSA=7.80. Cell line: 786-0. Drug 2: CC1=C2C(C(=O)C3(C(CC4C(C3C(C(C2(C)C)(CC1OC(=O)C(C(C5=CC=CC=C5)NC(=O)OC(C)(C)C)O)O)OC(=O)C6=CC=CC=C6)(CO4)OC(=O)C)O)C)O. (3) Drug 1: C(=O)(N)NO. Drug 2: C1=CC=C(C(=C1)C(C2=CC=C(C=C2)Cl)C(Cl)Cl)Cl. Cell line: CAKI-1. Synergy scores: CSS=-25.7, Synergy_ZIP=24.6, Synergy_Bliss=28.3, Synergy_Loewe=-5.23, Synergy_HSA=-3.32. (4) Drug 1: C1=NC2=C(N=C(N=C2N1C3C(C(C(O3)CO)O)O)F)N. Drug 2: C1CN(P(=O)(OC1)NCCCl)CCCl. Cell line: NCI-H522. Synergy scores: CSS=14.6, Synergy_ZIP=-3.88, Synergy_Bliss=-1.06, Synergy_Loewe=-2.89, Synergy_HSA=-2.85. (5) Drug 1: CC1=C(C=C(C=C1)NC(=O)C2=CC=C(C=C2)CN3CCN(CC3)C)NC4=NC=CC(=N4)C5=CN=CC=C5. Drug 2: C1=CN(C=N1)CC(O)(P(=O)(O)O)P(=O)(O)O. Cell line: SF-539. Synergy scores: CSS=4.38, Synergy_ZIP=-0.824, Synergy_Bliss=1.13, Synergy_Loewe=-3.32, Synergy_HSA=-1.20.